From a dataset of NCI-60 drug combinations with 297,098 pairs across 59 cell lines. Regression. Given two drug SMILES strings and cell line genomic features, predict the synergy score measuring deviation from expected non-interaction effect. Drug 1: C1CCC(C1)C(CC#N)N2C=C(C=N2)C3=C4C=CNC4=NC=N3. Drug 2: CS(=O)(=O)OCCCCOS(=O)(=O)C. Cell line: OVCAR-5. Synergy scores: CSS=-2.76, Synergy_ZIP=0.435, Synergy_Bliss=-0.201, Synergy_Loewe=-5.89, Synergy_HSA=-4.52.